From a dataset of Peptide-MHC class I binding affinity with 185,985 pairs from IEDB/IMGT. Regression. Given a peptide amino acid sequence and an MHC pseudo amino acid sequence, predict their binding affinity value. This is MHC class I binding data. (1) The peptide sequence is LHHLRAHNTE. The MHC is Mamu-B17 with pseudo-sequence Mamu-B17. The binding affinity (normalized) is 0.135. (2) The peptide sequence is TLKDGDFIL. The MHC is HLA-B39:01 with pseudo-sequence HLA-B39:01. The binding affinity (normalized) is 0.0847.